From a dataset of Reaction yield outcomes from USPTO patents with 853,638 reactions. Predict the reaction yield, written as a fraction of the theoretical maximum amount of product (1.0 means a 100% yield; for example, 0.34 means a 34% yield). (1) The reactants are [C:1]([C:3]1[CH:8]=[CH:7][C:6]([S:9](Cl)(=[O:11])=[O:10])=[C:5]([N+:13]([O-:15])=[O:14])[CH:4]=1)#[N:2].[N:16]1[CH:21]=[CH:20][CH:19]=[CH:18][CH:17]=1. The catalyst is CN(C1C=CN=CC=1)C.C(Cl)Cl. The product is [C:1]([C:3]1[CH:8]=[CH:7][C:6]([S:9]([NH:2][C:1]2[CH:3]=[CH:4][CH:5]=[C:20]3[C:21]=2[N:16]=[CH:17][CH:18]=[CH:19]3)(=[O:11])=[O:10])=[C:5]([N+:13]([O-:15])=[O:14])[CH:4]=1)#[N:2]. The yield is 0.460. (2) The product is [ClH:72].[NH:4]1[CH2:9][CH2:8][CH2:7][C@@H:6]1[C:13]1[CH:14]=[N:25][CH:16]=[CH:17][N:12]=1. The reactants are C1C[C@H:9]2[N:4](C[C@H:6]3[C@@H:13]4[CH2:14]C[CH2:16][CH2:17][N:12]4C[C@@H:8]2[CH2:7]3)CC1.C(OC([N:25]1CCCC1)=O)(C)(C)C.C([Li])(CC)C.C1CCCCC1.O1CCCC1.BrC1C=NC=CN=1.C(P(C(C)(C)C)C(C)(C)C)(C)(C)C.F[B-](F)(F)F.[H+].[ClH:72].O1CCOCC1. The catalyst is C(OC)(C)(C)C.ClCCl.[Cl-].[Zn+2].[Cl-].C([O-])(=O)C.[Pd+2].C([O-])(=O)C.O. The yield is 0.170. (3) The reactants are [Cl:1][C:2]1[C:3]([NH:21][C:22]2[C:31]([F:32])=[CH:30][CH:29]=[CH:28][C:23]=2[C:24]([NH:26][CH3:27])=[O:25])=[N:4][C:5]([NH:8][C:9]2[CH:10]=[CH:11][C:12]3[CH2:18][NH:17][CH2:16][C:15](=[O:19])[NH:14][C:13]=3[CH:20]=2)=[N:6][CH:7]=1.C(=O)([O-])[O-].[K+].[K+].I[CH2:40][CH2:41][C:42]([F:45])([F:44])[F:43]. The yield is 0.140. The product is [Cl:1][C:2]1[C:3]([NH:21][C:22]2[C:31]([F:32])=[CH:30][CH:29]=[CH:28][C:23]=2[C:24]([NH:26][CH3:27])=[O:25])=[N:4][C:5]([NH:8][C:9]2[CH:10]=[CH:11][C:12]3[CH2:18][N:17]([CH2:40][CH2:41][C:42]([F:45])([F:44])[F:43])[CH2:16][C:15](=[O:19])[NH:14][C:13]=3[CH:20]=2)=[N:6][CH:7]=1. The catalyst is C(O)CCC. (4) The reactants are [OH:1][C:2]1[C:9]([N+:10]([O-:12])=[O:11])=[CH:8][C:5]([CH:6]=O)=[CH:4][C:3]=1[O:13][CH2:14][CH2:15][OH:16].[C:17]1([C:23](=O)[CH2:24][C:25]2[CH:30]=[CH:29][CH:28]=[CH:27][CH:26]=2)[CH:22]=[CH:21][CH:20]=[CH:19][CH:18]=1.[NH2:32][C:33]([NH2:35])=[O:34].Cl. The catalyst is C(O)C. The product is [OH:1][C:2]1[C:9]([N+:10]([O-:12])=[O:11])=[CH:8][C:5]([CH:6]2[C:24]([C:25]3[CH:30]=[CH:29][CH:28]=[CH:27][CH:26]=3)=[C:23]([C:17]3[CH:22]=[CH:21][CH:20]=[CH:19][CH:18]=3)[NH:35][C:33](=[O:34])[NH:32]2)=[CH:4][C:3]=1[O:13][CH2:14][CH2:15][OH:16]. The yield is 0.237. (5) The reactants are [F:1][C:2]1[CH:7]=[CH:6][C:5]([CH2:8][C:9](=[O:11])[CH3:10])=[CH:4][CH:3]=1.CO[CH:14](OC)[N:15]([CH3:17])[CH3:16]. No catalyst specified. The product is [CH3:14][N:15]([CH3:17])[CH:16]=[C:8]([C:5]1[CH:4]=[CH:3][C:2]([F:1])=[CH:7][CH:6]=1)[C:9](=[O:11])[CH3:10]. The yield is 0.640. (6) The reactants are [NH2:1][C@@H:2]([CH2:7][C:8]1[CH:17]=[CH:16][C:11]2[O:12][CH2:13][CH2:14][O:15][C:10]=2[CH:9]=1)[C:3]([O:5][CH3:6])=[O:4].CCN(CC)CC.[CH3:25][C:26]([O:29][C:30](O[C:30]([O:29][C:26]([CH3:28])([CH3:27])[CH3:25])=[O:31])=[O:31])([CH3:28])[CH3:27]. The catalyst is CO. The product is [C:26]([O:29][C:30]([NH:1][C@@H:2]([CH2:7][C:8]1[CH:17]=[CH:16][C:11]2[O:12][CH2:13][CH2:14][O:15][C:10]=2[CH:9]=1)[C:3]([O:5][CH3:6])=[O:4])=[O:31])([CH3:28])([CH3:27])[CH3:25]. The yield is 0.570. (7) The reactants are COC(C1C=C(NS(C2C=CC(C)=CC=2)(=O)=O)C2C(=C(OCC3C=CC=CC=3)C=CC=2)N=1)=O.[CH3:34][O:35][C:36]([C:38]1[CH:47]=[C:46]([O:48]CC2C=CC=CC=2)[C:45]2[C:40](=[C:41]([N+:58]([O-])=O)[CH:42]=[C:43]([C:56]#[N:57])[CH:44]=2)[N:39]=1)=[O:37]. No catalyst specified. The product is [CH3:34][O:35][C:36]([C:38]1[CH:47]=[C:46]([OH:48])[C:45]2[C:40](=[C:41]([NH2:58])[CH:42]=[C:43]([C:56]#[N:57])[CH:44]=2)[N:39]=1)=[O:37]. The yield is 0.410.